This data is from NCI-60 drug combinations with 297,098 pairs across 59 cell lines. The task is: Regression. Given two drug SMILES strings and cell line genomic features, predict the synergy score measuring deviation from expected non-interaction effect. (1) Drug 1: CC1C(C(CC(O1)OC2CC(CC3=C2C(=C4C(=C3O)C(=O)C5=C(C4=O)C(=CC=C5)OC)O)(C(=O)CO)O)N)O.Cl. Drug 2: COCCOC1=C(C=C2C(=C1)C(=NC=N2)NC3=CC=CC(=C3)C#C)OCCOC.Cl. Cell line: A498. Synergy scores: CSS=13.1, Synergy_ZIP=2.53, Synergy_Bliss=2.70, Synergy_Loewe=-5.13, Synergy_HSA=-1.38. (2) Drug 1: C1=C(C(=O)NC(=O)N1)N(CCCl)CCCl. Drug 2: C1C(C(OC1N2C=NC3=C(N=C(N=C32)Cl)N)CO)O. Cell line: OVCAR-5. Synergy scores: CSS=8.08, Synergy_ZIP=-7.55, Synergy_Bliss=-6.28, Synergy_Loewe=-9.97, Synergy_HSA=-5.79. (3) Drug 1: CNC(=O)C1=CC=CC=C1SC2=CC3=C(C=C2)C(=NN3)C=CC4=CC=CC=N4. Drug 2: CC1=C2C(C(=O)C3(C(CC4C(C3C(C(C2(C)C)(CC1OC(=O)C(C(C5=CC=CC=C5)NC(=O)OC(C)(C)C)O)O)OC(=O)C6=CC=CC=C6)(CO4)OC(=O)C)O)C)O. Cell line: SW-620. Synergy scores: CSS=43.8, Synergy_ZIP=11.7, Synergy_Bliss=11.5, Synergy_Loewe=-23.2, Synergy_HSA=10.9. (4) Drug 1: C1=NC2=C(N1)C(=S)N=C(N2)N. Drug 2: CC1=C(C(=O)C2=C(C1=O)N3CC4C(C3(C2COC(=O)N)OC)N4)N. Cell line: TK-10. Synergy scores: CSS=27.1, Synergy_ZIP=-5.01, Synergy_Bliss=2.10, Synergy_Loewe=2.56, Synergy_HSA=3.88. (5) Drug 1: CC=C1C(=O)NC(C(=O)OC2CC(=O)NC(C(=O)NC(CSSCCC=C2)C(=O)N1)C(C)C)C(C)C. Drug 2: C1=NNC2=C1C(=O)NC=N2. Cell line: NCI-H322M. Synergy scores: CSS=36.8, Synergy_ZIP=0.696, Synergy_Bliss=0.928, Synergy_Loewe=-28.5, Synergy_HSA=-0.417.